Task: Predict the reactants needed to synthesize the given product.. Dataset: Full USPTO retrosynthesis dataset with 1.9M reactions from patents (1976-2016) Given the product [CH3:23][S:24]([O:1][C@@H:2]([C:6]1[CH:15]=[CH:14][C:9]([C:10]([O:12][CH3:13])=[O:11])=[CH:8][CH:7]=1)[CH2:3][CH2:4][CH3:5])(=[O:26])=[O:25], predict the reactants needed to synthesize it. The reactants are: [OH:1][C@@H:2]([C:6]1[CH:15]=[CH:14][C:9]([C:10]([O:12][CH3:13])=[O:11])=[CH:8][CH:7]=1)[CH2:3][CH2:4][CH3:5].C(N(CC)CC)C.[CH3:23][S:24](Cl)(=[O:26])=[O:25].